The task is: Predict which catalyst facilitates the given reaction.. This data is from Catalyst prediction with 721,799 reactions and 888 catalyst types from USPTO. (1) Reactant: Cl[C:2]1[CH:3]=[CH:4][C:5]2[N:6]([C:8]([C@@H:11]([O:13][C:14]3[C:15]4[O:23][CH:22]=[C:21]([C:24]5[CH:25]=[N:26][N:27]([CH:29]6[CH2:34][CH2:33][NH:32][CH2:31][CH2:30]6)[CH:28]=5)[C:16]=4[CH:17]=[N:18][C:19]=3[NH2:20])[CH3:12])=[N:9][N:10]=2)[N:7]=1.[CH3:35][N:36]1[CH:40]=[C:39](B2OC(C)(C)C(C)(C)O2)[CH:38]=[N:37]1.C([O-])([O-])=O.[K+].[K+].O1CCOCC1. Product: [CH3:35][N:36]1[CH:40]=[C:39]([C:2]2[CH:3]=[CH:4][C:5]3[N:6]([C:8]([C@@H:11]([O:13][C:14]4[C:15]5[O:23][CH:22]=[C:21]([C:24]6[CH:25]=[N:26][N:27]([CH:29]7[CH2:34][CH2:33][NH:32][CH2:31][CH2:30]7)[CH:28]=6)[C:16]=5[CH:17]=[N:18][C:19]=4[NH2:20])[CH3:12])=[N:9][N:10]=3)[N:7]=2)[CH:38]=[N:37]1. The catalyst class is: 103. (2) Reactant: [CH2:1]([O:3][C:4]1[CH:5]=[C:6]([C:12]2[CH:17]=[CH:16][CH:15]=[C:14]([C:18]([OH:20])=O)C=2)[CH:7]=[CH:8][C:9]=1[O:10][CH3:11])[CH3:2].C1N=C[N:23](C(N2C=NC=C2)=O)C=1.Cl.[NH2:34][CH2:35][C:36]1[CH:44]=[CH:43][CH:42]=[C:41]2[C:37]=1[C:38](=[O:54])[N:39]([CH:46]1[CH2:51][CH2:50][C:49](=[O:52])[NH:48][C:47]1=[O:53])[C:40]2=[O:45].C(N(CC)CC)C. Product: [O:53]=[C:47]1[CH:46]([N:39]2[C:38](=[O:54])[C:37]3[C:41](=[CH:42][CH:43]=[CH:44][C:36]=3[CH2:35][NH:34][C:18]([C:14]3[CH:15]=[CH:16][CH:17]=[C:12]([C:6]4[CH:7]=[CH:8][C:9]([O:10][CH3:11])=[C:4]([O:3][CH2:1][CH3:2])[CH:5]=4)[N:23]=3)=[O:20])[C:40]2=[O:45])[CH2:51][CH2:50][C:49](=[O:52])[NH:48]1. The catalyst class is: 18. (3) The catalyst class is: 2. Reactant: Cl.[CH3:2][O:3][NH:4]OOC.[CH3:8]CN(C(C)C)C(C)C.[CH:17]1([C:21]([OH:23])=O)[CH2:20][CH2:19][CH2:18]1.C(Cl)CCl. Product: [CH3:2][O:3][N:4]([CH3:8])[C:21]([CH:17]1[CH2:20][CH2:19][CH2:18]1)=[O:23]. (4) Reactant: [CH2:1]([O:8][CH2:9][CH2:10]O)[C:2]1[CH:7]=[CH:6][CH:5]=[CH:4][CH:3]=1.C(C=P(C)(C)C)#N.[F:19][C:20]1[CH:21]=[C:22]2[C:26](=[CH:27][CH:28]=1)[NH:25][C:24]([C:29]([O:31][CH2:32][CH3:33])=[O:30])=[CH:23]2. Product: [F:19][C:20]1[CH:21]=[C:22]2[C:26](=[CH:27][CH:28]=1)[N:25]([CH2:10][CH2:9][O:8][CH2:1][C:2]1[CH:3]=[CH:4][CH:5]=[CH:6][CH:7]=1)[C:24]([C:29]([O:31][CH2:32][CH3:33])=[O:30])=[CH:23]2. The catalyst class is: 11.